The task is: Predict the reactants needed to synthesize the given product.. This data is from Full USPTO retrosynthesis dataset with 1.9M reactions from patents (1976-2016). (1) Given the product [Cl:12][CH2:13][C:14]1[N:15]=[C:9]([CH3:10])[C:3]2[C:2](=[CH:7][CH:6]=[CH:5][C:4]=2[CH3:8])[N:1]=1, predict the reactants needed to synthesize it. The reactants are: [NH2:1][C:2]1[CH:7]=[CH:6][CH:5]=[C:4]([CH3:8])[C:3]=1[C:9](=O)[CH3:10].[Cl:12][CH2:13][C:14]#[N:15]. (2) Given the product [P:41]([O:22][C:15]([C:23]1[CH:28]=[CH:27][C:26]([F:29])=[CH:25][C:24]=1[F:30])([CH:14]([C:11]1[S:12][CH:13]=[C:9]([C:6]2[CH:7]=[CH:8][C:3]([C:1]#[N:2])=[CH:4][CH:5]=2)[N:10]=1)[CH3:31])[CH2:16][N:17]1[CH:21]=[N:20][CH:19]=[N:18]1)([O:42][CH2:43][C:44]1[CH:45]=[CH:46][CH:47]=[CH:48][CH:49]=1)([O:50][CH2:51][C:52]1[CH:53]=[CH:54][CH:55]=[CH:56][CH:57]=1)=[O:61], predict the reactants needed to synthesize it. The reactants are: [C:1]([C:3]1[CH:8]=[CH:7][C:6]([C:9]2[N:10]=[C:11]([CH:14]([CH3:31])[C:15]([C:23]3[CH:28]=[CH:27][C:26]([F:29])=[CH:25][C:24]=3[F:30])([OH:22])[CH2:16][N:17]3[CH:21]=[N:20][CH:19]=[N:18]3)[S:12][CH:13]=2)=[CH:5][CH:4]=1)#[N:2].N1C=NN=N1.C(N(C(C)C)[P:41]([O:50][CH2:51][C:52]1[CH:57]=[CH:56][CH:55]=[CH:54][CH:53]=1)[O:42][CH2:43][C:44]1[CH:49]=[CH:48][CH:47]=[CH:46][CH:45]=1)(C)C.[OH:61]O. (3) Given the product [CH2:20]([O:22][C:23]1[CH:28]=[CH:27][C:26]([N:29]2[C:33]3[CH:34]=[CH:35][C:36]([O:38][CH2:45][C:44]4[CH:47]=[CH:48][C:41]([CH2:39][CH3:40])=[CH:42][CH:43]=4)=[CH:37][C:32]=3[N:31]=[CH:30]2)=[CH:25][CH:24]=1)[CH3:21], predict the reactants needed to synthesize it. The reactants are: C1(P(C2C=CC=CC=2)C2C=CC=CC=2)C=CC=CC=1.[CH2:20]([O:22][C:23]1[CH:28]=[CH:27][C:26]([N:29]2[C:33]3[CH:34]=[CH:35][C:36]([OH:38])=[CH:37][C:32]=3[N:31]=[CH:30]2)=[CH:25][CH:24]=1)[CH3:21].[CH2:39]([C:41]1[CH:48]=[CH:47][C:44]([CH2:45]O)=[CH:43][CH:42]=1)[CH3:40]. (4) Given the product [CH3:37][NH:38][C:26]([CH:23]1[CH2:22][CH2:21][N:20]([CH2:19][CH2:18][CH2:17][O:16][C:15]2[CH:14]=[CH:13][C:12]([N:4]3[C:31]([Cl:36])=[C:32]4[C:6]([CH:11]=[CH:10][CH:9]=[CH:8]4)=[N:5]3)=[CH:30][CH:29]=2)[CH2:25][CH2:24]1)=[O:28], predict the reactants needed to synthesize it. The reactants are: Cl.ClC1[N:4]([C:12]2[CH:30]=[CH:29][C:15]([O:16][CH2:17][CH2:18][CH2:19][N:20]3[CH2:25][CH2:24][CH:23]([C:26]([OH:28])=O)[CH2:22][CH2:21]3)=[CH:14][CH:13]=2)[N:5]=[C:6]2[C:11]=1[CH:10]=[CH:9][CH:8]=C2.[C:31]([Cl:36])(=O)[C:32](Cl)=O.[CH3:37][NH2:38]. (5) Given the product [C:1]([O:5][C:6](=[O:31])[CH2:7][O:8][C:9]1[CH:14]=[CH:13][C:12]([F:46])=[CH:11][C:10]=1[C:16]#[C:17][C:18]1[CH:19]=[CH:20][CH:21]=[C:22]([S:24]([CH2:27][CH2:28][CH3:29])(=[O:26])=[O:25])[CH:23]=1)([CH3:4])([CH3:3])[CH3:2], predict the reactants needed to synthesize it. The reactants are: [C:1]([O:5][C:6](=[O:31])[CH2:7][O:8][C:9]1[CH:14]=[CH:13][C:12](Cl)=[CH:11][C:10]=1[C:16]#[C:17][C:18]1[CH:23]=[C:22]([S:24]([CH2:27][CH2:28][CH3:29])(=[O:26])=[O:25])[CH:21]=[CH:20][C:19]=1F)([CH3:4])([CH3:3])[CH3:2].C(OC(=O)COC1C=CC([F:46])=CC=1Br)(C)(C)C.C(C1C=CC=C(S(CCC)(=O)=O)C=1)#C. (6) Given the product [NH2:25][C:24]1[NH:26][C:11](=[O:12])[C:10]([C:16]2[CH:21]=[CH:20][N:19]=[CH:18][CH:17]=2)=[C:9]([C:5]2[CH:6]=[CH:7][CH:8]=[C:3]([F:2])[CH:4]=2)[N:23]=1, predict the reactants needed to synthesize it. The reactants are: [Na].[F:2][C:3]1[CH:4]=[C:5](/[CH:9]=[C:10](\[C:16]2[CH:21]=[CH:20][N:19]=[CH:18][CH:17]=2)/[C:11](OCC)=[O:12])[CH:6]=[CH:7][CH:8]=1.Cl.[NH2:23][C:24]([NH2:26])=[NH:25]. (7) Given the product [CH2:1]([O:3][C:4](=[O:21])[CH2:5][C:6]1[N:11]([C:27]([O:26][C:22]([CH3:25])([CH3:24])[CH3:23])=[O:28])[C:10]2[CH:12]=[CH:13][C:14]([N:16]([S:17]([CH3:20])(=[O:18])=[O:19])[C:27]([O:26][C:22]([CH3:25])([CH3:24])[CH3:23])=[O:28])=[CH:15][C:9]=2[S:8][CH:7]=1)[CH3:2], predict the reactants needed to synthesize it. The reactants are: [CH2:1]([O:3][C:4](=[O:21])[CH2:5][C:6]1[NH:11][C:10]2[CH:12]=[CH:13][C:14]([NH:16][S:17]([CH3:20])(=[O:19])=[O:18])=[CH:15][C:9]=2[S:8][CH:7]=1)[CH3:2].[C:22]([O:26][C:27](O[C:27]([O:26][C:22]([CH3:25])([CH3:24])[CH3:23])=[O:28])=[O:28])([CH3:25])([CH3:24])[CH3:23].